Dataset: Reaction yield outcomes from USPTO patents with 853,638 reactions. Task: Predict the reaction yield, written as a fraction of the theoretical maximum amount of product (1.0 means a 100% yield; for example, 0.34 means a 34% yield). (1) The reactants are [CH:1]([C:3]1[CH:12]=[CH:11][C:6]([C:7]([O:9][CH3:10])=[O:8])=[CH:5][CH:4]=1)=[O:2].[CH2:13]([Mg]Br)[CH2:14][CH3:15]. The catalyst is O1CCCC1. The product is [OH:2][CH:1]([C:3]1[CH:12]=[CH:11][C:6]([C:7]([O:9][CH3:10])=[O:8])=[CH:5][CH:4]=1)[CH2:13][CH2:14][CH3:15]. The yield is 0.470. (2) The reactants are [N:1]1[C:10]2[C:5](=[CH:6][CH:7]=[CH:8][CH:9]=2)[CH:4]=[CH:3][C:2]=1[CH2:11][O:12][C:13]1[CH:18]=[CH:17][C:16]([CH2:19][C:20]([O:22][C:23]2([C:26]([O:28]C)=O)[CH2:25][CH2:24]2)=[O:21])=[CH:15][CH:14]=1.[H-].[Na+]. The catalyst is CN(C=O)C. The product is [OH:28][C:26]1[C:23]2([CH2:25][CH2:24]2)[O:22][C:20](=[O:21])[C:19]=1[C:16]1[CH:15]=[CH:14][C:13]([O:12][CH2:11][C:2]2[CH:3]=[CH:4][C:5]3[C:10](=[CH:9][CH:8]=[CH:7][CH:6]=3)[N:1]=2)=[CH:18][CH:17]=1. The yield is 0.830. (3) The reactants are [Cl:1][C:2]1[CH:7]=[C:6]([Cl:8])[CH:5]=[CH:4][C:3]=1[C:9]1[C:10]([C:20]#[N:21])=[C:11](I)[S:12][C:13]=1[C:14]1[NH:18][CH:17]=[N:16][N:15]=1.C([Sn](CCCC)(CCCC)[C:27]1[CH2:28][CH2:29][O:30][CH2:31][CH:32]=1)CCC.[Cl-].[Li+]. The catalyst is O1CCOCC1.[Cu]I.C1C=CC([P]([Pd]([P](C2C=CC=CC=2)(C2C=CC=CC=2)C2C=CC=CC=2)([P](C2C=CC=CC=2)(C2C=CC=CC=2)C2C=CC=CC=2)[P](C2C=CC=CC=2)(C2C=CC=CC=2)C2C=CC=CC=2)(C2C=CC=CC=2)C2C=CC=CC=2)=CC=1. The product is [Cl:1][C:2]1[CH:7]=[C:6]([Cl:8])[CH:5]=[CH:4][C:3]=1[C:9]1[C:10]([C:20]#[N:21])=[C:11]([C:27]2[CH2:32][CH2:31][O:30][CH2:29][CH:28]=2)[S:12][C:13]=1[C:14]1[NH:18][CH:17]=[N:16][N:15]=1. The yield is 0.140. (4) The reactants are NC(N)=O.[N:5]1([S:9]([C:12]2[C:13]([OH:20])=[C:14]([CH:16]=[CH:17][C:18]=2[Cl:19])[NH2:15])(=[O:11])=[O:10])[CH2:8][CH2:7][CH2:6]1.[Cl:21][C:22]1[C:27]([Cl:28])=[CH:26][CH:25]=[CH:24][C:23]=1[N:29]=[C:30]=[O:31]. No catalyst specified. The product is [N:5]1([S:9]([C:12]2[C:13]([OH:20])=[C:14]([NH:15][C:30]([NH:29][C:23]3[CH:24]=[CH:25][CH:26]=[C:27]([Cl:28])[C:22]=3[Cl:21])=[O:31])[CH:16]=[CH:17][C:18]=2[Cl:19])(=[O:11])=[O:10])[CH2:8][CH2:7][CH2:6]1. The yield is 0.400. (5) The reactants are [H-].[Na+].[Cl:3][C:4]1[C:12]2[N:11]=[C:10]3[N:13]([C:17]4[CH:22]=[CH:21][C:20]([Cl:23])=[CH:19][C:18]=4[C:24]([F:27])([F:26])[F:25])[CH2:14][CH2:15][CH2:16][N:9]3[C:8]=2[C:7]([CH:28]([CH:30]2[CH2:32][CH2:31]2)[OH:29])=[CH:6][CH:5]=1.[CH3:33]I. The catalyst is CN(C)C=O.O. The product is [Cl:3][C:4]1[C:12]2[N:11]=[C:10]3[N:13]([C:17]4[CH:22]=[CH:21][C:20]([Cl:23])=[CH:19][C:18]=4[C:24]([F:25])([F:27])[F:26])[CH2:14][CH2:15][CH2:16][N:9]3[C:8]=2[C:7]([CH:28]([CH:30]2[CH2:32][CH2:31]2)[O:29][CH3:33])=[CH:6][CH:5]=1. The yield is 0.770.